From a dataset of Reaction yield outcomes from USPTO patents with 853,638 reactions. Predict the reaction yield, written as a fraction of the theoretical maximum amount of product (1.0 means a 100% yield; for example, 0.34 means a 34% yield). (1) The reactants are [BH4-].[Na+].[Cl:3][C:4]1[CH:24]=[CH:23][C:7]([C:8]([CH:10]2[CH2:15][CH2:14][N:13]([C:16]([O:18][C:19]([CH3:22])([CH3:21])[CH3:20])=[O:17])[CH2:12][CH2:11]2)=[O:9])=[CH:6][CH:5]=1. The catalyst is CO. The product is [Cl:3][C:4]1[CH:5]=[CH:6][C:7]([CH:8]([OH:9])[CH:10]2[CH2:11][CH2:12][N:13]([C:16]([O:18][C:19]([CH3:21])([CH3:20])[CH3:22])=[O:17])[CH2:14][CH2:15]2)=[CH:23][CH:24]=1. The yield is 1.00. (2) The reactants are [Cl:1][C:2]1[CH:3]=[CH:4][C:5]([N+:19]([O-])=O)=[C:6]([CH:18]=1)[O:7][C:8]1[CH:17]=[CH:16][CH:15]=[CH:14][C:9]=1[C:10]([O:12][CH3:13])=[O:11].O.O.Cl[Sn]Cl.O.C(=O)(O)[O-]. The catalyst is C(O)C.C(OCC)(=O)C. The product is [NH2:19][C:5]1[CH:4]=[CH:3][C:2]([Cl:1])=[CH:18][C:6]=1[O:7][C:8]1[CH:17]=[CH:16][CH:15]=[CH:14][C:9]=1[C:10]([O:12][CH3:13])=[O:11]. The yield is 0.510. (3) The reactants are [NH2:1][CH2:2][C@@H:3]1[CH2:8][CH2:7][N:6]([C:9]([O:11][C:12]([CH3:15])([CH3:14])[CH3:13])=[O:10])[CH2:5][C@H:4]1[OH:16].[NH2:17][C:18]1[C:30]([Cl:31])=[CH:29][C:21]([C:22](N2C=CN=C2)=[O:23])=[C:20]([O:32][CH3:33])[C:19]=1[O:34][CH3:35]. The catalyst is C(#N)C. The product is [NH2:17][C:18]1[C:30]([Cl:31])=[CH:29][C:21]([C:22]([NH:1][CH2:2][C@@H:3]2[CH2:8][CH2:7][N:6]([C:9]([O:11][C:12]([CH3:13])([CH3:15])[CH3:14])=[O:10])[CH2:5][C@H:4]2[OH:16])=[O:23])=[C:20]([O:32][CH3:33])[C:19]=1[O:34][CH3:35]. The yield is 0.800. (4) The reactants are Cl[C:2]1[N:20]=[CH:19][C:5]2[N:6]=[C:7]([CH3:18])[N:8]([C:11]3[CH:16]=[CH:15][C:14]([OH:17])=[CH:13][CH:12]=3)[C:9](=[O:10])[C:4]=2[CH:3]=1.C[O-].[Na+].[C:24](O)(=[O:26])C. The catalyst is CO. The product is [OH:17][C:14]1[CH:15]=[CH:16][C:11]([N:8]2[C:9](=[O:10])[C:4]3[CH:3]=[C:2]([O:26][CH3:24])[N:20]=[CH:19][C:5]=3[N:6]=[C:7]2[CH3:18])=[CH:12][CH:13]=1. The yield is 0.880. (5) The yield is 0.340. The reactants are [O:1]1[C:5]2[CH:6]=[CH:7][C:8]([C:10]3[S:11][CH:12]=[C:13]([C:15]([OH:17])=O)[N:14]=3)=[CH:9][C:4]=2[CH2:3][CH2:2]1.Br.[Cl:19][C:20]1[CH:29]=[CH:28][C:23]2[NH:24][C:25]([NH2:27])=[N:26][C:22]=2[CH:21]=1.F[P-](F)(F)(F)(F)F.N1(OC(N(C)C)=[N+](C)C)C2C=CC=CC=2N=N1.C(N(CC)C(C)C)(C)C. The product is [Cl:19][C:20]1[CH:29]=[CH:28][C:23]2[NH:24][C:25]([NH:27][C:15]([C:13]3[N:14]=[C:10]([C:8]4[CH:7]=[CH:6][C:5]5[O:1][CH2:2][CH2:3][C:4]=5[CH:9]=4)[S:11][CH:12]=3)=[O:17])=[N:26][C:22]=2[CH:21]=1. The catalyst is CN(C)C=O.CN(C)C1C=CN=CC=1. (6) The reactants are C[O:2][C:3]([C:5]1[C:13]2[N:12]=[C:11]([C:14]3[CH:19]=[CH:18][C:17]([F:20])=[CH:16][C:15]=3[F:21])[NH:10][C:9]=2[C:8]([O:22]C)=[CH:7][CH:6]=1)=[O:4].[Cl-].[Al+3].[Cl-].[Cl-].Cl. The catalyst is C1(C)C=CC=CC=1. The product is [F:21][C:15]1[CH:16]=[C:17]([F:20])[CH:18]=[CH:19][C:14]=1[C:11]1[NH:10][C:9]2[C:8]([OH:22])=[CH:7][CH:6]=[C:5]([C:3]([OH:4])=[O:2])[C:13]=2[N:12]=1. The yield is 0.830. (7) The reactants are [Cl:1][C:2]1[CH:16]=[CH:15][C:5]([O:6][C:7]2[CH:14]=[CH:13][CH:12]=[CH:11][C:8]=2[CH2:9][NH2:10])=[CH:4][CH:3]=1.[C:17]([N:20]1[CH2:25][CH2:24][CH2:23][CH2:22][C:21]1=O)(=[O:19])[CH3:18].C(O)(=O)C.[BH-](OC(C)=O)(OC(C)=O)OC(C)=O.[Na+]. The catalyst is ClCCCl.C(Cl)Cl. The product is [Cl:1][C:2]1[CH:16]=[CH:15][C:5]([O:6][C:7]2[CH:14]=[CH:13][CH:12]=[CH:11][C:8]=2[CH2:9][NH:10][CH:23]2[CH2:24][CH2:25][N:20]([C:17](=[O:19])[CH3:18])[CH2:21][CH2:22]2)=[CH:4][CH:3]=1. The yield is 0.810.